From a dataset of Full USPTO retrosynthesis dataset with 1.9M reactions from patents (1976-2016). Predict the reactants needed to synthesize the given product. (1) Given the product [F:1][C:2]1[NH:6][N:5]=[CH:4][C:3]=1[C:15]1[NH:16][C:17]2[N:18]([N:25]=[CH:26][C:27]=2[C:28]#[N:29])[C:19](=[O:24])[C:20]=1[CH:21]([CH3:23])[CH3:22], predict the reactants needed to synthesize it. The reactants are: [F:1][C:2]1[N:6](COCC[Si](C)(C)C)[N:5]=[CH:4][C:3]=1[C:15]1[NH:16][C:17]2[N:18]([N:25]=[CH:26][C:27]=2[C:28]#[N:29])[C:19](=[O:24])[C:20]=1[CH:21]([CH3:23])[CH3:22].C(O)(C(F)(F)F)=O. (2) The reactants are: [Br:1][C:2]1[CH:7]=[CH:6][C:5]([NH:8][C:9]2[C:10](C(O)=O)=[CH:11][C:12]3[S:16][CH:15]=[N:14][C:13]=3[C:17]=2[F:18])=[C:4]([Cl:22])[CH:3]=1.C1C=CC(P(N=[N+]=[N-])(C2C=CC=CC=2)=[O:30])=CC=1.C([N:42]([CH2:45]C)CC)C. Given the product [Br:1][C:2]1[CH:7]=[CH:6][C:5]([N:8]2[C:9]3[C:10](=[CH:11][C:12]4[S:16][CH:15]=[N:14][C:13]=4[C:17]=3[F:18])[NH:42][C:45]2=[O:30])=[C:4]([Cl:22])[CH:3]=1, predict the reactants needed to synthesize it. (3) The reactants are: [Cl:1][C:2]1[CH:7]=[CH:6][C:5]([C:8]([CH3:13])([CH3:12])[C:9]([OH:11])=O)=[CH:4][CH:3]=1.[NH2:14][CH2:15][CH2:16][CH2:17][N:18]1[CH2:23][CH2:22][CH:21]([C:24]2[CH:25]=[C:26]([NH:30][C:31](=[O:34])[CH2:32][CH3:33])[CH:27]=[CH:28][CH:29]=2)[CH2:20][CH2:19]1. Given the product [Cl:1][C:2]1[CH:3]=[CH:4][C:5]([C:8]([CH3:13])([CH3:12])[C:9]([NH:14][CH2:15][CH2:16][CH2:17][N:18]2[CH2:23][CH2:22][CH:21]([C:24]3[CH:29]=[CH:28][CH:27]=[C:26]([NH:30][C:31](=[O:34])[CH2:32][CH3:33])[CH:25]=3)[CH2:20][CH2:19]2)=[O:11])=[CH:6][CH:7]=1, predict the reactants needed to synthesize it. (4) Given the product [CH3:14][S:15][C:8]1[CH:9]=[CH:10][CH:11]=[C:3]([C:2]([F:12])([F:13])[F:1])[C:4]=1[C:5]([OH:7])=[O:6], predict the reactants needed to synthesize it. The reactants are: [F:1][C:2]([F:13])([F:12])[C:3]1[CH:11]=[CH:10][CH:9]=[CH:8][C:4]=1[C:5]([OH:7])=[O:6].[CH3:14][S:15]SC. (5) Given the product [C:30]([C:26]1[C:25](=[O:33])[C@@:24]2([CH3:34])[C:20]3[C:19]([OH:35])=[CH:18][C:17]([O:36][CH3:37])=[C:16]([C:14]([NH:13][CH2:12][C:8]4[C:9]([CH3:11])=[CH:10][C:5]([OH:4])=[C:6]([CH3:39])[C:7]=4[CH3:38])=[O:15])[C:21]=3[O:22][C:23]2=[CH:28][C:27]=1[OH:29])(=[O:32])[CH3:31], predict the reactants needed to synthesize it. The reactants are: C([O:4][C:5]1[CH:10]=[C:9]([CH3:11])[C:8]([CH2:12][NH:13][C:14]([C:16]2[C:21]3[O:22][C:23]4[C@@:24]([CH3:34])([C:25](=[O:33])[C:26]([C:30](=[O:32])[CH3:31])=[C:27]([OH:29])[CH:28]=4)[C:20]=3[C:19]([OH:35])=[CH:18][C:17]=2[O:36][CH3:37])=[O:15])=[C:7]([CH3:38])[C:6]=1[CH3:39])(=O)C.[OH-].[Na+]. (6) The reactants are: [O:1]([CH3:3])[Na].[Cl:4][C:5]1[CH:10]=[C:9](F)[C:8]([F:12])=[CH:7][C:6]=1[N+:13]([O-:15])=[O:14]. Given the product [Cl:4][C:5]1[CH:10]=[C:9]([O:1][CH3:3])[C:8]([F:12])=[CH:7][C:6]=1[N+:13]([O-:15])=[O:14], predict the reactants needed to synthesize it.